Dataset: Catalyst prediction with 721,799 reactions and 888 catalyst types from USPTO. Task: Predict which catalyst facilitates the given reaction. (1) Reactant: [C:1]([OH:10])(=[O:9])[C:2]1[C:3](=[CH:5][CH:6]=[CH:7][CH:8]=1)[OH:4].[OH-].[CH2:12]([P+:16]([CH2:25][CH2:26][CH2:27][CH3:28])([CH2:21][CH2:22][CH2:23][CH3:24])[CH2:17][CH2:18][CH2:19][CH3:20])[CH2:13][CH2:14][CH3:15]. Product: [C:1]([O-:10])(=[O:9])[C:2]1[C:3](=[CH:5][CH:6]=[CH:7][CH:8]=1)[OH:4].[CH2:25]([P+:16]([CH2:12][CH2:13][CH2:14][CH3:15])([CH2:17][CH2:18][CH2:19][CH3:20])[CH2:21][CH2:22][CH2:23][CH3:24])[CH2:26][CH2:27][CH3:28].[C:1]([OH:10])(=[O:9])[C:2]1[C:3](=[CH:5][CH:6]=[CH:7][CH:8]=1)[OH:4]. The catalyst class is: 21. (2) Reactant: [CH3:1][O:2][C:3]1[CH:4]=[C:5]([C:11]2[N:16]=[C:15]([N:17]3[CH2:21][CH2:20][CH2:19][CH2:18]3)[N:14]=[C:13]([CH2:22][OH:23])[CH:12]=2)[CH:6]=[CH:7][C:8]=1[O:9][CH3:10].[CH3:24][N:25]([CH3:37])[C:26]1[C:35]2[C:30](=[CH:31][CH:32]=[CH:33][CH:34]=2)[N:29]=[C:28]([Cl:36])[N:27]=1.[H-].[Na+].CN(C)C=O. Product: [ClH:36].[ClH:36].[CH3:1][O:2][C:3]1[CH:4]=[C:5]([C:11]2[N:16]=[C:15]([N:17]3[CH2:18][CH2:19][CH2:20][CH2:21]3)[N:14]=[C:13]([CH2:22][O:23][C:28]3[N:27]=[C:26]([N:25]([CH3:37])[CH3:24])[C:35]4[C:30](=[CH:31][CH:32]=[CH:33][CH:34]=4)[N:29]=3)[CH:12]=2)[CH:6]=[CH:7][C:8]=1[O:9][CH3:10]. The catalyst class is: 7. (3) Reactant: [C:1]([C:3]1[C:12]2[C:7](=[CH:8][C:9]([C:13]3[CH:14]=[C:15]([CH:20]=[CH:21][C:22]=3[CH3:23])[C:16](OC)=[O:17])=[CH:10][CH:11]=2)[CH:6]=[N:5][N:4]=1)#[N:2].Cl.[CH:25]1([NH2:28])[CH2:27][CH2:26]1.CN(C(ON1N=NC2C=CC=NC1=2)=[N+](C)C)C.F[P-](F)(F)(F)(F)F. Product: [C:1]([C:3]1[C:12]2[C:7](=[CH:8][C:9]([C:13]3[CH:14]=[C:15]([CH:20]=[CH:21][C:22]=3[CH3:23])[C:16]([NH:28][CH:25]3[CH2:27][CH2:26]3)=[O:17])=[CH:10][CH:11]=2)[CH:6]=[N:5][N:4]=1)#[N:2]. The catalyst class is: 399. (4) Reactant: [Cl:1][C:2]1[C:11]2[C:6](=[CH:7][C:8]([O:16][CH3:17])=[C:9]([O:12][C:13](=[O:15])[CH3:14])[CH:10]=2)[N:5]=[CH:4][N:3]=1.[CH3:18][C:19]([C:21]1[CH:26]=[CH:25][CH:24]=[C:23]([NH2:27])[CH:22]=1)=[O:20]. Product: [ClH:1].[C:19]([C:21]1[CH:22]=[C:23]([NH:27][C:2]2[C:11]3[C:6](=[CH:7][C:8]([O:16][CH3:17])=[C:9]([O:12][C:13](=[O:15])[CH3:14])[CH:10]=3)[N:5]=[CH:4][N:3]=2)[CH:24]=[CH:25][CH:26]=1)(=[O:20])[CH3:18]. The catalyst class is: 32. (5) Reactant: [NH2:1][C:2]1[S:3][C:4]2[CH2:9][CH2:8][CH:7]([C:10]([O:12][CH2:13][CH3:14])=[O:11])[C:5]=2[N:6]=1.[C:15](O[C:15]([O:17][C:18]([CH3:21])([CH3:20])[CH3:19])=[O:16])([O:17][C:18]([CH3:21])([CH3:20])[CH3:19])=[O:16].C(N(CC)CC)C. Product: [C:18]([O:17][C:15]([NH:1][C:2]1[S:3][C:4]2[CH2:9][CH2:8][CH:7]([C:10]([O:12][CH2:13][CH3:14])=[O:11])[C:5]=2[N:6]=1)=[O:16])([CH3:21])([CH3:20])[CH3:19]. The catalyst class is: 4. (6) Reactant: [CH2:1]([O:3][C:4](=[O:28])[CH2:5][N:6]1[C:10]2[C:11]([CH:15]([CH2:18][CH3:19])[CH2:16][CH3:17])=[CH:12][CH:13]=[CH:14][C:9]=2[N:8](C(OC(C)(C)C)=O)[C:7]1=[O:27])[CH3:2].Cl.C(=O)([O-])O.[Na+]. Product: [CH2:16]([CH:15]([C:11]1[C:10]2[N:6]([CH2:5][C:4]([O:3][CH2:1][CH3:2])=[O:28])[C:7](=[O:27])[NH:8][C:9]=2[CH:14]=[CH:13][CH:12]=1)[CH2:18][CH3:19])[CH3:17]. The catalyst class is: 13. (7) Reactant: Cl.Cl.[NH2:3][C@@H:4]1[CH2:9][CH2:8][CH2:7][NH:6][CH2:5]1.C(Cl)(Cl)Cl.[Cl:14][C:15]1[N:16]=[C:17](Cl)[C:18]2[N:24]=[CH:23][CH:22]=[CH:21][C:19]=2[N:20]=1.C(N(C(C)C)CC)(C)C. Product: [Cl:14][C:15]1[N:16]=[C:17]([N:6]2[CH2:7][CH2:8][CH2:9][C@@H:4]([NH2:3])[CH2:5]2)[C:18]2[N:24]=[CH:23][CH:22]=[CH:21][C:19]=2[N:20]=1. The catalyst class is: 4. (8) Reactant: [C:1]([N:4]1[C:12]2[C:7](=[CH:8][CH:9]=[CH:10][CH:11]=2)[C:6](=[C:13](O)[C:14]2[CH:18]=[C:17]([CH3:19])[O:16][N:15]=2)[C:5]1=[O:21])(=[O:3])[CH3:2].C(Cl)(Cl)(Cl)[Cl:23].C1(P(C2C=CC=CC=2)C2C=CC=CC=2)C=CC=CC=1. Product: [C:1]([N:4]1[C:12]2[C:7](=[CH:8][CH:9]=[CH:10][CH:11]=2)[C:6](=[C:13]([Cl:23])[C:14]2[CH:18]=[C:17]([CH3:19])[O:16][N:15]=2)[C:5]1=[O:21])(=[O:3])[CH3:2]. The catalyst class is: 1. (9) Reactant: [Br:1][C:2]1[CH:3]=[C:4]([CH2:10]Br)[C:5]([CH2:8]Br)=[N:6][CH:7]=1.[C:12]([NH2:31])([C:25]1[CH:30]=[CH:29][CH:28]=[CH:27][CH:26]=1)([C:19]1[CH:24]=[CH:23][CH:22]=[CH:21][CH:20]=1)[C:13]1[CH:18]=[CH:17][CH:16]=[CH:15][CH:14]=1.C(N(C(C)C)CC)(C)C. Product: [Br:1][C:2]1[CH:3]=[C:4]2[CH2:10][N:31]([C:12]([C:13]3[CH:18]=[CH:17][CH:16]=[CH:15][CH:14]=3)([C:25]3[CH:26]=[CH:27][CH:28]=[CH:29][CH:30]=3)[C:19]3[CH:20]=[CH:21][CH:22]=[CH:23][CH:24]=3)[CH2:8][C:5]2=[N:6][CH:7]=1. The catalyst class is: 3. (10) Reactant: [CH3:1][C@@H:2]1[C@H:4]([C:5]2[CH:10]=[CH:9][CH:8]=[CH:7][CH:6]=2)[C@:3]1([NH:14][S:15]([C:18]1[S:19][C:20]([N:23]2[CH:27]=[C:26]([C:28]#[C:29][Si](C)(C)C)[CH:25]=[N:24]2)=[CH:21][CH:22]=1)(=[O:17])=[O:16])[C:11]([OH:13])=[O:12].C(=O)([O-])[O-].[K+].[K+].S([O-])(O)(=O)=O.[K+]. Product: [C:28]([C:26]1[CH:25]=[N:24][N:23]([C:20]2[S:19][C:18]([S:15]([NH:14][C@:3]3([C:11]([OH:13])=[O:12])[C@@H:4]([C:5]4[CH:6]=[CH:7][CH:8]=[CH:9][CH:10]=4)[C@H:2]3[CH3:1])(=[O:16])=[O:17])=[CH:22][CH:21]=2)[CH:27]=1)#[CH:29]. The catalyst class is: 5.